This data is from Full USPTO retrosynthesis dataset with 1.9M reactions from patents (1976-2016). The task is: Predict the reactants needed to synthesize the given product. Given the product [CH:17]12[CH2:22][CH:21]1[CH2:20][N:19]([C:23](=[O:37])[CH2:24][C:25]1[S:26][C:27]([C:2]3[CH:7]=[CH:6][C:5]([S:8]([NH2:11])(=[O:10])=[O:9])=[CH:4][CH:3]=3)=[C:28]([C:30]3[CH:35]=[CH:34][C:33]([Cl:36])=[CH:32][CH:31]=3)[N:29]=1)[CH2:18]2, predict the reactants needed to synthesize it. The reactants are: Br[C:2]1[CH:7]=[CH:6][C:5]([S:8]([NH2:11])(=[O:10])=[O:9])=[CH:4][CH:3]=1.C([O-])(=O)C.[K+].[CH:17]12[CH2:22][CH:21]1[CH2:20][N:19]([C:23](=[O:37])[CH2:24][C:25]1[S:26][CH:27]=[C:28]([C:30]3[CH:35]=[CH:34][C:33]([Cl:36])=[CH:32][CH:31]=3)[N:29]=1)[CH2:18]2.